This data is from Forward reaction prediction with 1.9M reactions from USPTO patents (1976-2016). The task is: Predict the product of the given reaction. (1) Given the reactants [C:1]([CH:4]1[CH:8]([CH3:9])O[C:5]1=[O:6])(=O)[CH3:2].[NH2:10][C:11]1[C:16]([O:17][CH2:18][C:19]2[CH:24]=[CH:23][CH:22]=[CH:21][CH:20]=2)=[CH:15][CH:14]=[CH:13][N:12]=1.O.C1(C)C=CC(S(O)(=O)=O)=CC=1.P(Cl)(Cl)([Cl:39])=O, predict the reaction product. The product is: [CH2:18]([O:17][C:16]1[C:11]2=[N:10][C:8]([CH3:9])=[C:4]([CH2:1][CH2:2][Cl:39])[C:5](=[O:6])[N:12]2[CH:13]=[CH:14][CH:15]=1)[C:19]1[CH:20]=[CH:21][CH:22]=[CH:23][CH:24]=1. (2) Given the reactants [CH3:1][O:2][C:3](=[O:43])[NH:4][CH:5]([CH:37]1[CH2:42][CH2:41][O:40][CH2:39][CH2:38]1)[C:6](=[O:36])[N:7]1[CH2:11][CH2:10][CH2:9][CH:8]1[C:12]1[NH:13][C:14]([C:17]2[CH:26]=[CH:25][C:24]3[C:19](=[CH:20][CH:21]=[C:22](B4OC(C)(C)C(C)(C)O4)[CH:23]=3)[CH:18]=2)=[CH:15][N:16]=1.[C:44]([O:48][C:49](=[O:61])[NH:50][CH2:51][C:52]([C:54]1[CH:59]=[CH:58][C:57](Br)=[CH:56][CH:55]=1)=[O:53])([CH3:47])([CH3:46])[CH3:45].C(=O)([O-])[O-].[K+].[K+], predict the reaction product. The product is: [CH3:1][O:2][C:3](=[O:43])[NH:4][CH:5]([CH:37]1[CH2:38][CH2:39][O:40][CH2:41][CH2:42]1)[C:6]([N:7]1[CH2:11][CH2:10][CH2:9][CH:8]1[C:12]1[NH:13][C:14]([C:17]2[CH:26]=[CH:25][C:24]3[C:19](=[CH:20][CH:21]=[C:22]([C:57]4[CH:58]=[CH:59][C:54]([C:52](=[O:53])[CH2:51][NH:50][C:49]([O:48][C:44]([CH3:47])([CH3:46])[CH3:45])=[O:61])=[CH:55][CH:56]=4)[CH:23]=3)[CH:18]=2)=[CH:15][N:16]=1)=[O:36]. (3) Given the reactants F[C:2]1[CH:7]=[CH:6][C:5]([N+:8]([O-:10])=[O:9])=[C:4](C)[CH:3]=1.[NH2:12][C:13]([CH3:17])([CH3:16])[CH2:14][OH:15].CC[O:20]C(C)=O, predict the reaction product. The product is: [CH3:16][C:13]([NH:12][C:2]1[CH:7]=[CH:6][C:5]([N+:8]([O-:10])=[O:9])=[C:4]([OH:20])[CH:3]=1)([CH3:17])[CH2:14][OH:15]. (4) Given the reactants [C:1]([O:4][CH2:5][C:6](=[O:27])[C@@H:7]([C:20]([O:22][C:23]([CH3:26])([CH3:25])[CH3:24])=[O:21])[CH2:8][C:9]1[CH:19]=[CH:18][C:12]2[O:13][C:14]([CH3:17])([CH3:16])[O:15][C:11]=2[CH:10]=1)(=[O:3])[CH3:2].[Li].CC([O-])(C)C.CC([O-])(C)C.CC([O-])(C)C.[Al+3], predict the reaction product. The product is: [C:1]([O:4][CH2:5][C@@H:6]([OH:27])[C@@H:7]([C:20]([O:22][C:23]([CH3:26])([CH3:25])[CH3:24])=[O:21])[CH2:8][C:9]1[CH:19]=[CH:18][C:12]2[O:13][C:14]([CH3:16])([CH3:17])[O:15][C:11]=2[CH:10]=1)(=[O:3])[CH3:2]. (5) Given the reactants [F:1][C:2]1[CH:3]=[C:4]2[C:9](=[CH:10][CH:11]=1)[O:8][CH2:7][CH2:6][CH:5]2O.C1(C)C=CC(S(O)(=O)=O)=CC=1.O, predict the reaction product. The product is: [F:1][C:2]1[CH:3]=[C:4]2[C:9](=[CH:10][CH:11]=1)[O:8][CH2:7][CH:6]=[CH:5]2. (6) Given the reactants [CH3:1][C:2]1([CH3:15])[O:14][C:6]2=[C:7]([CH3:13])[N:8]=[CH:9][C:10]([CH2:11][NH2:12])=[C:5]2[CH2:4][O:3]1.[C:16]([C:18]1[CH:19]=[C:20]([CH:23]=[CH:24][CH:25]=1)[CH:21]=O)#[N:17], predict the reaction product. The product is: [CH3:1][C:2]1([CH3:15])[O:14][C:6]2=[C:7]([CH3:13])[N:8]=[CH:9][C:10]([CH2:11][NH:12][CH2:21][C:20]3[CH:19]=[C:18]([CH:25]=[CH:24][CH:23]=3)[C:16]#[N:17])=[C:5]2[CH2:4][O:3]1. (7) Given the reactants [NH2:1][C:2]1[C:7]([OH:8])=[C:6]([F:9])[C:5]([O:10][CH3:11])=[CH:4][CH:3]=1.C(O[C:15]([S-])=[S:16])C.[K+], predict the reaction product. The product is: [F:9][C:6]1[C:7]2[O:8][C:15]([SH:16])=[N:1][C:2]=2[CH:3]=[CH:4][C:5]=1[O:10][CH3:11].